This data is from Experimentally validated miRNA-target interactions with 360,000+ pairs, plus equal number of negative samples. The task is: Binary Classification. Given a miRNA mature sequence and a target amino acid sequence, predict their likelihood of interaction. (1) The miRNA is dme-miR-279-3p with sequence UGACUAGAUCCACACUCAUUAA. The protein sequence of the target gene is MDLMNGQASSVTIAATVSEKSSSSESLSEKGSELKKSFDAVVFDVLKVTPEEYAGQITLMDVPVFKAIQPDELSSCGWNKKEKYSSAPNAVAFTRRFNHVSFWVVREILHAQTLKIRAEVLSHYIKTAKKLYELNNLHALMAVVSGLQSAPIFRLTKTWALLSRKDKTTFEKLEYVMSKEDNYKRLRDYISSLKMTPCIPYLGIYLSDLTYIDSAYPSTGSILENEQRSNLMNNILRIISDLQQSCEYDIPILPHVQKYLNSVQYIEELQKFVEDDNYKLSLKIEPGASTPRSAASREDL.... Result: 0 (no interaction). (2) The miRNA is hsa-miR-335-5p with sequence UCAAGAGCAAUAACGAAAAAUGU. The protein sequence of the target gene is MSSYQQKQTFTPPPQLQQQQVKQPSQPPPQEIFVPTTKEPCHSKVPQPGNTKIPEPGCTKVPEPGCTKVPEPGCTKVPEPGCTKVPEPGCTKVPEPGCTKVPEPGYTKVPEPGSIKVPDQGFIKFPEPGAIKVPEQGYTKVPVPGYTKLPEPCPSTVTPGPAQQKTKQK. Result: 1 (interaction). (3) The miRNA is hsa-miR-19b-3p with sequence UGUGCAAAUCCAUGCAAAACUGA. The protein sequence of the target gene is MKALDEPPYLTVGTDVSAKYRGAFCEAKIKTAKRLVKVKVTFRHDSSTVEVQDDHIKGPLKVGAIVEVKNLDGAYQEAVINKLTDASWYTVVFDDGDEKTLRRSSLCLKGERHFAESETLDQLPLTNPEHFGTPVIGKKTNRGRRSNHIPEEESSSSSSDEDEDDRKQIDELLGKVVCVDYISLDKKKALWFPALVVCPDCSDEIAVKKDNILVRSFKDGKFTSVPRKDVHEITSDTAPKPDAVLKQAFEQALEFHKSRTIPANWKTELKEDSSSSEAEEEEEEEDDEKEKEDNSSEEEE.... Result: 1 (interaction). (4) The miRNA is mmu-miR-546 with sequence AUGGUGGCACGGAGUC. The protein sequence of the target gene is MESVEKTTNRSEQKCRKFLKSLIRKQPQDLLLVIGTGVSAAVAPGIRALCSWRSCIEAVIEAAEQLEVLHPGDVAEFRRKVMKDRDLLVVAHDLIRKMSPRTGDTKPNFFQDCLMEVFDSLEQHIQNPVVLRSILSLMDRGTMVLTTNYDNLLEIFGQQQSKPMESLDLKDKTKVLQWARGHIKYGVLHIHGLYTDPCGMVLDPSGYKDVTQDPEVMEVLQNLYRTKSFLFVGCGETLRDQIFQALFLYSVPNKVDLEHYMVVLKENEDHFFKHQADMLLHGIKVVSYGDCFDLFPGYVQ.... Result: 1 (interaction). (5) The miRNA is mmu-let-7b-5p with sequence UGAGGUAGUAGGUUGUGUGGUU. The protein sequence of the target gene is MVQKYQSPVRVYKHPFELIMAAYERRFPTCPLIPMFVDSDTVSEFKSEDGALHVIERRCKLDIDAPRLLKKIAGVDYVYFVQKNSLNSRDRTLHIEAHNETFSNRVIIHEHCCYTVHPENEDWTCFEQSASLDIKSFFGFESTVEKIAMKHYTSNIKKGKEIIEYYLRQLEEEGITFVPRWTPPPVGPSETCSSSKNQVTSAAVLVPDAAAVMEGLSGENLSSPGTASEPVVGTPDDKLDADYIKRYLGDLTPLQESCLIRLRQWLQETHKGKIPKDEHILRFLRARDFNIDKAREIMCQ.... Result: 1 (interaction). (6) The miRNA is hsa-miR-6835-5p with sequence AGGGGGUAGAAAGUGGCUGAAG. The protein sequence of the target gene is MNEQSEKNNSIQERHTDHSFPEKNCQIGQKQLQQIERQLKCLAFRNPGPQVADFNPETRQQKKKARMSKMNEYFSTKYKIMRKYDKSGRLICNDADLCDCLEKNCLGCFYPCPKCNSNKCGPECRCNRRWVYDAIVTESGEVISTLPFNVPD. Result: 0 (no interaction). (7) The miRNA is hsa-miR-892c-3p with sequence CACUGUUUCCUUUCUGAGUGGA. The protein sequence of the target gene is MDRSGFGGMSSPVIRDAEVTRTARKHSAHKRVLIQANQEDNFGTATPRSQIIPRTPSSFRQPFVTPSSRSLLRHPDISYILGTEGRSPRHTQSSGYLGNLSMVTNLDDSNWAAAFSSQRLGLYTNTEHHSMTEDVNLSTVMLREDDPGEAASMSMFSDFLHSFLKHSSTTVFDLVEEYENICGSQVNILSKIVSRATPGLQKFSKTASMLWLLQQEMVTWRLLASLYRDRIQSSLEEENMFAIAGINASEKMVVETLFQRDSLVRQSQLVVDWLESIAKDEIGEFSDNIEFYAKSVYWEN.... Result: 0 (no interaction). (8) The miRNA is hsa-miR-1471 with sequence GCCCGCGUGUGGAGCCAGGUGU. The protein sequence of the target gene is MHRAVDPPGARSAREAFALGGLSCAGAWSSCPPHPPPRSSWLPGGRCSASVGQPPLSAPLPPSHGSSSGHPNKPYYAPGTPTPRPLHGKLESLHGCVQALLREPAQPGLWEQLGQLYESEHDSEEAVCCYHRALRYGGSFAELGPRIGRLQQAQLWNFHAGSCQHRAKVLPPLEQVWNLLHLEHKRNYGAKRGGPPVKRSAEPPVVQPMPPAALSGPSGEEGLSPGGKRRRGCSSEQAGLPPGLPLPPPPPPPPPPPPPPPPPPPPLPGLAISPPFQLTKPGLWNTLHGDAWGPERKGSA.... Result: 0 (no interaction).